Dataset: Forward reaction prediction with 1.9M reactions from USPTO patents (1976-2016). Task: Predict the product of the given reaction. (1) Given the reactants [CH3:1][O:2][C:3](=[O:22])[C:4]1[CH:12]=[C:11]([O:13][CH2:14][C:15]2[CH:20]=[CH:19][CH:18]=[CH:17][C:16]=2[CH3:21])[CH:10]=[C:6]([C:7](O)=[O:8])[CH:5]=1.O, predict the reaction product. The product is: [CH3:1][O:2][C:3](=[O:22])[C:4]1[CH:12]=[C:11]([O:13][CH2:14][C:15]2[CH:20]=[CH:19][CH:18]=[CH:17][C:16]=2[CH3:21])[CH:10]=[C:6]([CH2:7][OH:8])[CH:5]=1. (2) The product is: [CH3:35][O:34][C:32]1[CH:31]=[C:29]([NH:30][CH:2]([C:18]2[CH:23]=[CH:22][C:21]([F:24])=[CH:20][CH:19]=2)[C:3]([C:5]2[C:13]3[C:8](=[CH:9][CH:10]=[C:11]([CH2:14][CH2:15][CH2:16][OH:17])[CH:12]=3)[NH:7][CH:6]=2)=[O:4])[CH:28]=[C:27]([O:26][CH3:25])[CH:33]=1. Given the reactants Br[CH:2]([C:18]1[CH:23]=[CH:22][C:21]([F:24])=[CH:20][CH:19]=1)[C:3]([C:5]1[C:13]2[C:8](=[CH:9][CH:10]=[C:11]([CH2:14][CH2:15][CH2:16][OH:17])[CH:12]=2)[NH:7][CH:6]=1)=[O:4].[CH3:25][O:26][C:27]1[CH:28]=[C:29]([CH:31]=[C:32]([O:34][CH3:35])[CH:33]=1)[NH2:30], predict the reaction product.